From a dataset of Drug-target binding data from BindingDB using IC50 measurements. Regression. Given a target protein amino acid sequence and a drug SMILES string, predict the binding affinity score between them. We predict pIC50 (pIC50 = -log10(IC50 in M); higher means more potent). Dataset: bindingdb_ic50. (1) The compound is COc1cc(-c2cc(=O)c3c(O)c(OC)c(O)cc3o2)ccc1O. The target protein (P59538) has sequence MTTFIPIIFSSVVVVLFVIGNFANGFIALVNSIERVKRQKISFADQILTALAVSRVGLLWVLLLNWYSTVFNPAFYSVEVRTTAYNVWAVTGHFSNWLATSLSIFYLLKIANFSNLIFLHLKRRVKSVILVMLLGPLLFLACQLFVINMKEIVRTKEYEGNLTWKIKLRSAVYLSDATVTTLGNLVPFTLTLLCFLLLICSLCKHLKKMQLHGKGSQDPSTKVHIKALQTVIFFLLLCAVYFLSIMISVWSFGSLENKPVFMFCKAIRFSYPSIHPFILIWGNKKLKQTFLSVLRQVRYWVKGEKPSSP. The pIC50 is 5.0. (2) The drug is NC1CCCCC1N.O=C1O[Pt]OC1=O. The target protein (P0A7G6) has sequence MAIDENKQKALAAALGQIEKQFGKGSIMRLGEDRSMDVETISTGSLSLDIALGAGGLPMGRIVEIYGPESSGKTTLTLQVIAAAQREGKTCAFIDAEHALDPIYARKLGVDIDNLLCSQPDTGEQALEICDALARSGAVDVIVVDSVAALTPKAEIEGEIGDSHMGLAARMMSQAMRKLAGNLKQSNTLLIFINQIRMKIGVMFGNPETTTGGNALKFYASVRLDIRRIGAVKEGENVVGSETRVKVVKNKIAAPFKQAEFQILYGEGINFYGELVDLGVKEKLIEKAGAWYSYKGEKIGQGKANATAWLKDNPETAKEIEKKVRELLLSNPNSTPDFSVDDSEGVAETNEDF. The pIC50 is 4.6. (3) The small molecule is CCCCN(CCCC)C(=O)c1ccc(Cl)cc1Cl. The target protein sequence is MAVAKVEPIKIMLKPGKDGPKLRQWPLTKEKIEALKEICEKMEKEGQLEEAPPTNPYNTPTFAIKKKDKNKWRMLIDFRELNKVTQDFTEIQLGIPHPAGLAKKRRITVLDVGDAYFSIPLHEDFRPYTAFTLPSVNNAEPGKRYIYKVLPQGWKGSPAIFQHTMRQVLEPFRKANKDVIIIQYMDDILIASDRTDLEHDRVILQLKELLNGLGFSTPDEKFQKDPPYHWMGYELWPTKWKLQKIQLPQKEIWTVNDIQKLVGVLNWAAQLYPGIKTKHLCRLIRGKMTLTEEVQWTELAEAELEENRIILSQEQEGHYYQEEKELEATVQKDQDNQWTYKIHQEDKILKVGKYAKVKNTHTNGIRLLAQVVQKIGKEALVIWGRIPKFHLPVEREIWEQWWDNYWQVTWIPDWDFVSTPPLVRLAFNLVGDPIPGAETFYTDGSCNRQSKEGKAGYVTDRGKDKVKKLEQTTNQQAELEAFAMALTDSGPKVNIIVDSQ.... The pIC50 is 4.5. (4) The drug is C[C@]12CC[C@H]3[C@@H](CCC4C[C@@](O)(Cc5ccccc5)CC[C@@]43C)[C@@H]1CCC2=O. The target protein (P37058) has sequence MGDVLEQFFILTGLLVCLACLAKCVRFSRCVLLNYWKVLPKSFLRSMGQWAVITGAGDGIGKAYSFELAKRGLNVVLISRTLEKLEAIATEIERTTGRSVKIIQADFTKDDIYEHIKEKLAGLEIGILVNNVGMLPNLLPSHFLNAPDEIQSLIHCNITSVVKMTQLILKHMESRQKGLILNISSGIALFPWPLYSMYSASKAFVCAFSKALQEEYKAKEVIIQVLTPYAVSTAMTKYLNTNVITKTADEFVKESLNYVTIGGETCGCLAHEILAGFLSLIPAWAFYSGAFQRLLLTHYVAYLKLNTKVR. The pIC50 is 7.2. (5) The small molecule is Cc1cc(N(Cc2ccc(NC(=O)CCCCN(C)C)cc2)CC(C)(C)C)nc(C)n1. The target protein (Q8BUD0) has sequence MDNSTGTGEGCHVDSRVDHLFPPSLYIFVIGVGLPTNCLALWAAYRQVRQHNELGVYLMNLSIADLLYICTLPLWVDYFLHHDNWIHGPGSCKLFGFIFYSNIYISIAFLCCISVDRYLAVAHPLRFARLRRVKTAVAVSSVVWATELGANSAPLFHDELFRDRYNHTFCFEKFPMERWVAWMNLYRVFVGFLFPWALMLLCYRGILRAVQSSVSTERQEKVKIKRLALSLIAIVLVCFAPYHALLLSRSAVYLGRPWDCGFEERVFSAYHSSLAFTSLNCVADPILYCLVNEGARSDVAKALHNLLRFLASNKPQEMANASLTLETPLTSKRSTTGKSSGAVWAVPPTAQGDQVPLKVLLPPAQ. The pIC50 is 6.1. (6) The compound is CCCCCCCCCCCCCCCC(NCc1ccccc1OC)=C1C(=O)OC(CO)C1=O. The target protein (Q16828) has sequence MIDTLRPVPFASEMAISKTVAWLNEQLELGNERLLLMDCRPQELYESSHIESAINVAIPGIMLRRLQKGNLPVRALFTRGEDRDRFTRRCGTDTVVLYDESSSDWNENTGGESVLGLLLKKLKDEGCRAFYLEGGFSKFQAEFSLHCETNLDGSCSSSSPPLPVLGLGGLRISSDSSSDIESDLDRDPNSATDSDGSPLSNSQPSFPVEILPFLYLGCAKDSTNLDVLEEFGIKYILNVTPNLPNLFENAGEFKYKQIPISDHWSQNLSQFFPEAISFIDEARGKNCGVLVHCLAGISRSVTVTVAYLMQKLNLSMNDAYDIVKMKKSNISPNFNFMGQLLDFERTLGLSSPCDNRVPAQQLYFTTPSNQNVYQVDSLQST. The pIC50 is 4.0. (7) The compound is CC(=O)O[C@H]1CC[C@@]2(C)C(=CC[C@H]3[C@@H]4CC=C(c5cnc[nH]5)[C@@]4(C)CC[C@@H]32)C1. The target protein (P11715) has sequence MWELVGLLLLILAYFFWVKSKTPGAKLPRSLPSLPLVGSLPFLPRRGHMHVNFFKLQEKYGPIYSLRLGTTTTVIIGHYQLAREVLIKKGKEFSGRPQMVTQSLLSDQGKGVAFADAGSSWHLHRKLVFSTFSLFKDGQKLEKLICQEAKSLCDMMLAHDKESIDLSTPIFMSVTNIICAICFNISYEKNDPKLTAIKTFTEGIVDATGDRNLVDIFPWLTIFPNKGLEVIKGYAKVRNEVLTGIFEKCREKFDSQSISSLTDILIQAKMNSDNNNSCEGRDPDVFSDRHILATVGDIFGAGIETTTTVLKWILAFLVHNPEVKKKIQKEIDQYVGFSRTPTFNDRSHLLMLEATIREVLRIRPVAPMLIPHKANVDSSIGEFTVPKDTHVVVNLWALHHDENEWDQPDQFMPERFLDPTGSHLITPTQSYLPFGAGPRSCIGEALARQELFVFTALLLQRFDLDVSDDKQLPRLEGDPKVVFLIDPFKVKITVRQAWMD.... The pIC50 is 5.8.